This data is from Forward reaction prediction with 1.9M reactions from USPTO patents (1976-2016). The task is: Predict the product of the given reaction. (1) Given the reactants [CH:1]1[C:13]2[CH:12]([CH2:14][O:15][C:16]([NH:18][CH2:19][CH2:20][CH2:21][CH2:22][CH2:23][C:24]([OH:26])=[O:25])=[O:17])[C:11]3[C:6](=[CH:7][CH:8]=[CH:9][CH:10]=3)[C:5]=2[CH:4]=[CH:3][CH:2]=1.O[N:28]1[C:32](=[O:33])[CH2:31][CH2:30][C:29]1=[O:34].C1CCC(N=C=NC2CCCCC2)CC1, predict the reaction product. The product is: [CH:10]1[C:11]2[CH:12]([CH2:14][O:15][C:16](=[O:17])[NH:18][CH2:19][CH2:20][CH2:21][CH2:22][CH2:23][C:24]([O:26][N:28]3[C:32](=[O:33])[CH2:31][CH2:30][C:29]3=[O:34])=[O:25])[C:13]3[C:5](=[CH:4][CH:3]=[CH:2][CH:1]=3)[C:6]=2[CH:7]=[CH:8][CH:9]=1. (2) Given the reactants [Br:1][C:2]1[C:3](Cl)=[N:4][CH:5]=[C:6]([CH:21]=1)[C:7]([NH:9][C:10]1[CH:15]=[CH:14][C:13]([O:16][C:17]([F:20])([F:19])[F:18])=[CH:12][CH:11]=1)=[O:8].[NH:23]1[CH2:28][CH2:27][O:26][CH2:25][CH2:24]1, predict the reaction product. The product is: [Br:1][C:2]1[C:3]([N:23]2[CH2:28][CH2:27][O:26][CH2:25][CH2:24]2)=[N:4][CH:5]=[C:6]([CH:21]=1)[C:7]([NH:9][C:10]1[CH:15]=[CH:14][C:13]([O:16][C:17]([F:20])([F:19])[F:18])=[CH:12][CH:11]=1)=[O:8]. (3) The product is: [C:55]([O:59][C:60](=[O:80])[CH2:61][CH:62]1[CH2:63][CH2:64][N:65]([C:68]2[S:69][C:70]([C:73]3[CH:78]=[CH:77][CH:76]=[C:75]([NH:47][C:48]4[CH:53]=[C:52]([CH3:54])[CH:51]=[CH:50][N:49]=4)[N:74]=3)=[CH:71][N:72]=2)[CH2:66][CH2:67]1)([CH3:58])([CH3:56])[CH3:57]. Given the reactants C1(P(C2C=CC=CC=2)C2C=CC3C(=CC=CC=3)C=2C2C3C(=CC=CC=3)C=CC=2P(C2C=CC=CC=2)C2C=CC=CC=2)C=CC=CC=1.[NH2:47][C:48]1[CH:53]=[C:52]([CH3:54])[CH:51]=[CH:50][N:49]=1.[C:55]([O:59][C:60](=[O:80])[CH2:61][CH:62]1[CH2:67][CH2:66][N:65]([C:68]2[S:69][C:70]([C:73]3[CH:78]=[CH:77][CH:76]=[C:75](Br)[N:74]=3)=[CH:71][N:72]=2)[CH2:64][CH2:63]1)([CH3:58])([CH3:57])[CH3:56].C(=O)([O-])[O-].[Cs+].[Cs+], predict the reaction product. (4) Given the reactants [NH:1]1[C:5]2[CH:6]=[CH:7][C:8]([NH2:10])=[CH:9][C:4]=2[N:3]=[CH:2]1.[Br:11][C:12]1[CH:19]=[CH:18][C:15]([CH:16]=O)=[CH:14][CH:13]=1.O([C:22]#[N:23])[K].Cl.[N:25]1[CH:30]=[CH:29][CH:28]=[CH:27][CH:26]=1.[CH3:31][OH:32], predict the reaction product. The product is: [NH:1]1[C:5]2[CH:6]=[CH:7][C:8]([N:10]3[CH:16]([C:15]4[CH:18]=[CH:19][C:12]([Br:11])=[CH:13][CH:14]=4)[C:22](=[N:25][C@@H:30]4[C:29]5[C:28](=[CH:9][CH:4]=[CH:5][CH:6]=5)[CH2:27][CH2:26]4)[NH:23][C:31]3=[O:32])=[CH:9][C:4]=2[N:3]=[CH:2]1.